The task is: Predict the reaction yield, written as a fraction of the theoretical maximum amount of product (1.0 means a 100% yield; for example, 0.34 means a 34% yield).. This data is from Reaction yield outcomes from USPTO patents with 853,638 reactions. (1) The reactants are [O:1]=[C:2]([CH:4]=[C:5]([CH3:7])C)[CH3:3].CCCC[N+:12]([CH2:21][CH2:22]CC)([CH2:17][CH2:18][CH2:19]C)CCCC.[F-]. No catalyst specified. The product is [NH:12]1[CH:17]=[CH:18][CH:19]=[C:21]1[CH2:22][CH2:7][CH2:5][CH2:4][C:2](=[O:1])[CH3:3]. The yield is 0.470. (2) The reactants are [N+:1]([O-])([O:3]C(=O)C)=[O:2].[O:8]1[C:12]2[CH:13]=[CH:14][CH:15]=[CH:16][C:11]=2[N:10]=[C:9]1[S:17][CH2:18][CH2:19][N:20]1[CH2:25][CH2:24][N:23]([CH2:26][C:27]([NH:29][C:30]2[C:35]([CH:36]([CH3:38])[CH3:37])=[CH:34][CH:33]=[C:32]([OH:39])[C:31]=2[CH:40]([CH3:42])[CH3:41])=[O:28])[CH2:22][CH2:21]1.C(=O)(O)[O-].[Na+]. The product is [O:8]1[C:12]2[CH:13]=[CH:14][CH:15]=[CH:16][C:11]=2[N:10]=[C:9]1[S:17][CH2:18][CH2:19][N:20]1[CH2:25][CH2:24][N:23]([CH2:26][C:27]([NH:29][C:30]2[C:35]([CH:36]([CH3:37])[CH3:38])=[CH:34][C:33]([N+:1]([O-:3])=[O:2])=[C:32]([OH:39])[C:31]=2[CH:40]([CH3:42])[CH3:41])=[O:28])[CH2:22][CH2:21]1. The catalyst is C(#N)C.O. The yield is 0.510. (3) The reactants are [CH2:1]([N:8]1[CH2:13][CH2:12][P:11](=[O:25])([C:14]2[CH:19]=[CH:18][C:17]([N+:20]([O-])=O)=[C:16]([O:23][CH3:24])[CH:15]=2)[CH2:10][CH2:9]1)[C:2]1[CH:7]=[CH:6][CH:5]=[CH:4][CH:3]=1.C(O)C.Cl. The catalyst is [Fe].O. The product is [CH2:1]([N:8]1[CH2:9][CH2:10][P:11]([C:14]2[CH:19]=[CH:18][C:17]([NH2:20])=[C:16]([O:23][CH3:24])[CH:15]=2)(=[O:25])[CH2:12][CH2:13]1)[C:2]1[CH:7]=[CH:6][CH:5]=[CH:4][CH:3]=1. The yield is 0.420. (4) The reactants are [Cl:1][C:2]1[CH:7]=[C:6]([N+:8]([O-])=O)[CH:5]=[CH:4][C:3]=1[S:11][C:12]1[S:13][C:14]2[CH:20]=[C:19]([C:21]#[N:22])[CH:18]=[CH:17][C:15]=2[N:16]=1.O.O.[Sn](Cl)(Cl)(Cl)Cl. No catalyst specified. The product is [NH2:8][C:6]1[CH:5]=[CH:4][C:3]([S:11][C:12]2[S:13][C:14]3[CH:20]=[C:19]([C:21]#[N:22])[CH:18]=[CH:17][C:15]=3[N:16]=2)=[C:2]([Cl:1])[CH:7]=1. The yield is 0.930. (5) The reactants are [Br:1][C:2]1[CH:7]=[CH:6][C:5]([C@@H:8]([CH3:17])[CH2:9][NH:10]C(=O)C(F)(F)F)=[CH:4][CH:3]=1.[OH-].[Na+].C(N(CC)CC)C.[C:35](O[C:35]([O:37][C:38]([CH3:41])([CH3:40])[CH3:39])=[O:36])([O:37][C:38]([CH3:41])([CH3:40])[CH3:39])=[O:36]. The catalyst is C(Cl)Cl.CO. The product is [Br:1][C:2]1[CH:3]=[CH:4][C:5]([C@@H:8]([CH3:17])[CH2:9][NH:10][C:35](=[O:36])[O:37][C:38]([CH3:39])([CH3:40])[CH3:41])=[CH:6][CH:7]=1. The yield is 0.910. (6) The reactants are [CH2:1]([O:4][C:5]1[CH:10]=[CH:9][C:8]([CH2:11][C@H:12]([NH:16][C:17]([O:19][C:20]([CH3:23])([CH3:22])[CH3:21])=[O:18])[C:13]([OH:15])=O)=[CH:7][CH:6]=1)[CH:2]=[CH2:3].C1N=CN(C(N2C=NC=C2)=O)C=1.[CH:36]1([S:39]([NH2:42])(=[O:41])=[O:40])[CH2:38][CH2:37]1.C1CCN2C(=NCCC2)CC1. The catalyst is C1COCC1.C(Cl)Cl. The product is [C:20]([O:19][C:17](=[O:18])[NH:16][C@@H:12]([CH2:11][C:8]1[CH:7]=[CH:6][C:5]([O:4][CH2:1][C:2]#[CH:3])=[CH:10][CH:9]=1)[C:13]([NH:42][S:39]([CH:36]1[CH2:38][CH2:37]1)(=[O:41])=[O:40])=[O:15])([CH3:23])([CH3:22])[CH3:21]. The yield is 0.690. (7) The product is [CH2:7]([O:11][CH2:12][C:13]1[CH:14]=[CH:15][C:16]([CH2:17][NH2:18])=[CH:19][CH:20]=1)[CH2:8][CH2:9][CH3:10]. The yield is 1.01. The catalyst is O1CCCC1. The reactants are [H-].[Al+3].[Li+].[H-].[H-].[H-].[CH2:7]([O:11][CH2:12][C:13]1[CH:20]=[CH:19][C:16]([C:17]#[N:18])=[CH:15][CH:14]=1)[CH2:8][CH2:9][CH3:10].N. (8) The reactants are Br[C:2]1[C:3]([CH3:16])=[C:4]([CH3:15])[C:5]2[O:9][C:8]([CH2:11][OH:12])([CH3:10])[CH2:7][C:6]=2[C:13]=1[CH3:14].[CH3:17][C:18]1[CH:23]=[CH:22][C:21]([N:24]2[CH2:29][CH2:28][NH:27][CH2:26][CH2:25]2)=[CH:20][CH:19]=1. No catalyst specified. The yield is 0.0600. The product is [CH3:10][C:8]1([CH2:11][OH:12])[CH2:7][C:6]2[C:13]([CH3:14])=[C:2]([N:27]3[CH2:28][CH2:29][N:24]([C:21]4[CH:22]=[CH:23][C:18]([CH3:17])=[CH:19][CH:20]=4)[CH2:25][CH2:26]3)[C:3]([CH3:16])=[C:4]([CH3:15])[C:5]=2[O:9]1. (9) The reactants are C([N:8]1[CH2:13][CH2:12][C:11]([CH2:17][CH2:18][OH:19])([CH2:14][CH2:15][OH:16])[CH2:10][CH2:9]1)C1C=CC=CC=1.[CH3:32][C:31]([O:30][C:28](O[C:28]([O:30][C:31]([CH3:34])([CH3:33])[CH3:32])=[O:29])=[O:29])([CH3:34])[CH3:33]. The catalyst is [Pd]. The product is [OH:19][CH2:18][CH2:17][C:11]1([CH2:14][CH2:15][OH:16])[CH2:12][CH2:13][N:8]([C:28]([O:30][C:31]([CH3:32])([CH3:33])[CH3:34])=[O:29])[CH2:9][CH2:10]1. The yield is 0.810. (10) The reactants are Cl.[O:2]1[CH2:7][CH2:6][N:5]([C:8]2[CH:9]=[C:10]([NH:14][C:15]3[N:16]=[C:17]([C:32]4[CH:33]=[C:34]([NH:38][C:39](=[O:42])[CH:40]=[CH2:41])[CH:35]=[CH:36][CH:37]=4)[C:18]4[CH:23]=[CH:22][N:21](COCC[Si](C)(C)C)[C:19]=4[N:20]=3)[CH:11]=[CH:12][CH:13]=2)[CH2:4][CH2:3]1.C(=O)(O)[O-].[Na+]. The catalyst is C(O)C. The product is [O:2]1[CH2:7][CH2:6][N:5]([C:8]2[CH:9]=[C:10]([NH:14][C:15]3[N:16]=[C:17]([C:32]4[CH:33]=[C:34]([NH:38][C:39](=[O:42])[CH:40]=[CH2:41])[CH:35]=[CH:36][CH:37]=4)[C:18]4[CH:23]=[CH:22][NH:21][C:19]=4[N:20]=3)[CH:11]=[CH:12][CH:13]=2)[CH2:4][CH2:3]1. The yield is 0.300.